Dataset: Aqueous solubility values for 9,982 compounds from the AqSolDB database. Task: Regression/Classification. Given a drug SMILES string, predict its absorption, distribution, metabolism, or excretion properties. Task type varies by dataset: regression for continuous measurements (e.g., permeability, clearance, half-life) or binary classification for categorical outcomes (e.g., BBB penetration, CYP inhibition). For this dataset (solubility_aqsoldb), we predict Y. The molecule is O=[N+]([O-])c1ccccc1[N+](=O)[O-]. The Y is -3.10 log mol/L.